This data is from Reaction yield outcomes from USPTO patents with 853,638 reactions. The task is: Predict the reaction yield, written as a fraction of the theoretical maximum amount of product (1.0 means a 100% yield; for example, 0.34 means a 34% yield). (1) The reactants are [CH2:1]([O:8][C:9]1[CH:14]=[CH:13][C:12]([CH2:15][C:16](Cl)=[N:17][OH:18])=[CH:11][CH:10]=1)[C:2]1[CH:7]=[CH:6][CH:5]=[CH:4][CH:3]=1.[C:20]([C:22]1[C:23]([NH2:29])=[N:24][C:25]([NH2:28])=[CH:26][CH:27]=1)#[CH:21].C(N(CC)CC)C. The catalyst is O1CCCC1. The product is [CH2:1]([O:8][C:9]1[CH:14]=[CH:13][C:12]([CH2:15][C:16]2[CH:21]=[C:20]([C:22]3[C:23]([NH2:29])=[N:24][C:25]([NH2:28])=[CH:26][CH:27]=3)[O:18][N:17]=2)=[CH:11][CH:10]=1)[C:2]1[CH:7]=[CH:6][CH:5]=[CH:4][CH:3]=1. The yield is 0.270. (2) The reactants are BrC1C([N:8]([CH2:23][O:24][CH3:25])[S:9]([C:12]2[CH:17]=[CH:16][C:15](Cl)=[C:14]([C:19]([F:22])([F:21])[F:20])[CH:13]=2)(=[O:11])=[O:10])=CC(C)=CN=1.C([Mg]Cl)(C)C.ClC1C=CC=CC=1C=O. The catalyst is C1COCC1. The product is [CH3:25][O:24][CH2:23][NH:8][S:9]([C:12]1[CH:17]=[CH:16][CH:15]=[C:14]([C:19]([F:22])([F:20])[F:21])[CH:13]=1)(=[O:11])=[O:10]. The yield is 0.480. (3) The reactants are [CH3:1][NH:2][C:3]1[CH:8]=[CH:7][N:6]=[C:5]([NH2:9])[CH:4]=1.Br[CH2:11][C:12]([C:14]1[CH:19]=[CH:18][C:17]([CH3:20])=[CH:16][CH:15]=1)=O. No catalyst specified. The product is [CH3:1][NH:2][C:3]1[CH:8]=[CH:7][N:6]2[CH:11]=[C:12]([C:14]3[CH:19]=[CH:18][C:17]([CH3:20])=[CH:16][CH:15]=3)[N:9]=[C:5]2[CH:4]=1. The yield is 0.510. (4) The reactants are [O:1]=[C:2]1[CH2:6][CH2:5][CH2:4][CH:3]1[C:7]([O:9][CH2:10][CH3:11])=[O:8].C(=O)([O-])[O-].[K+].[K+].[CH3:18][C:19]1[CH:26]=[CH:25][C:22]([CH2:23]Br)=[CH:21][CH:20]=1. The catalyst is CC(C)=O. The yield is 0.824. The product is [CH3:18][C:19]1[CH:26]=[CH:25][C:22]([CH2:23][C:3]2([C:7]([O:9][CH2:10][CH3:11])=[O:8])[CH2:4][CH2:5][CH2:6][C:2]2=[O:1])=[CH:21][CH:20]=1. (5) The yield is 0.380. The product is [Br:13][C:12]1[C:8]([C:4]2[CH:3]=[C:2]([NH:1][C:24](=[O:25])[CH2:23][C:18]3[CH:19]=[CH:20][CH:21]=[CH:22][C:17]=3[O:16][CH3:15])[CH:7]=[CH:6][CH:5]=2)=[N:9][N:10]([CH3:14])[CH:11]=1. The catalyst is C(Cl)(Cl)Cl.[Cl-].[Na+].O. The reactants are [NH2:1][C:2]1[CH:3]=[C:4]([C:8]2[C:12]([Br:13])=[CH:11][N:10]([CH3:14])[N:9]=2)[CH:5]=[CH:6][CH:7]=1.[CH3:15][O:16][C:17]1[CH:22]=[CH:21][CH:20]=[CH:19][C:18]=1[CH2:23][C:24](O)=[O:25].O.ON1C2C=CC=CC=2N=N1.F[P-](F)(F)(F)(F)F.N1(OC(N(C)C)=[N+](C)C)C2C=CC=CC=2N=N1.C(N(CC)C(C)C)(C)C. (6) The reactants are [CH3:1][N:2]1[N:6]=[N:5][C:4]([C:7]2[CH:12]=[CH:11][C:10]([C:13]3[CH:18]=[CH:17][C:16]([N:19]4[CH2:23][C@H:22]([CH2:24][OH:25])[O:21][C:20]4=[O:26])=[CH:15][C:14]=3[F:27])=[CH:9][N:8]=2)=[N:3]1.[CH3:28][S:29](Cl)(=[O:31])=[O:30].C(N(CC)CC)C.O. The catalyst is C(Cl)Cl.[Cl-].[Na+].O. The product is [CH3:1][N:2]1[N:6]=[N:5][C:4]([C:7]2[CH:12]=[CH:11][C:10]([C:13]3[CH:18]=[CH:17][C:16]([N:19]4[CH2:23][C@H:22]([CH2:24][O:25][S:29]([CH3:28])(=[O:31])=[O:30])[O:21][C:20]4=[O:26])=[CH:15][C:14]=3[F:27])=[CH:9][N:8]=2)=[N:3]1. The yield is 0.820.